This data is from Catalyst prediction with 721,799 reactions and 888 catalyst types from USPTO. The task is: Predict which catalyst facilitates the given reaction. Reactant: Br[C:2]1[C:3]2[N:4]([CH:18]=[CH:19][N:20]=2)[N:5]=[C:6]([C:8]2[CH:9]=[C:10]([CH:15]=[CH:16][CH:17]=2)[C:11]([O:13][CH3:14])=[O:12])[CH:7]=1.[CH3:21][C:22]1([CH3:35])[CH2:27][CH2:26][N:25]([C:28]2[N:33]=[C:32]([NH2:34])[CH:31]=[CH:30][CH:29]=2)[CH2:24][CH2:23]1.C1C=CC(P(C2C(C3C(P(C4C=CC=CC=4)C4C=CC=CC=4)=CC=C4C=3C=CC=C4)=C3C(C=CC=C3)=CC=2)C2C=CC=CC=2)=CC=1.C([O-])([O-])=O.[Cs+].[Cs+]. Product: [CH3:21][C:22]1([CH3:35])[CH2:23][CH2:24][N:25]([C:28]2[N:33]=[C:32]([NH:34][C:2]3[C:3]4[N:4]([CH:18]=[CH:19][N:20]=4)[N:5]=[C:6]([C:8]4[CH:9]=[C:10]([CH:15]=[CH:16][CH:17]=4)[C:11]([O:13][CH3:14])=[O:12])[CH:7]=3)[CH:31]=[CH:30][CH:29]=2)[CH2:26][CH2:27]1. The catalyst class is: 62.